From a dataset of Experimentally validated miRNA-target interactions with 360,000+ pairs, plus equal number of negative samples. Binary Classification. Given a miRNA mature sequence and a target amino acid sequence, predict their likelihood of interaction. The miRNA is hsa-miR-1249-5p with sequence AGGAGGGAGGAGAUGGGCCAAGUU. The protein sequence of the target gene is MALRGVSVRLLSRGPGLHVLRTWVSSAAQTEKGGRTQSQLAKSSRPEFDWQDPLVLEEQLTTDEILIRDTFRTYCQERLMPRILLANRNEVFHREIISEMGELGVLGPTIKGYGCAGVSSVAYGLLARELERVDSGYRSAMSVQSSLVMHPIYAYGSEEQRQKYLPQLAKGELLGCFGLTEPNSGSDPSSMETRAHYNSSNKSYTLNGTKTWITNSPMADLFVVWARCEDGCIRGFLLEKGMRGLSAPRIQGKFSLRASATGMIIMDGVEVPEENVLPGASSLGGPFGCLNNARYGIAWG.... Result: 1 (interaction).